From a dataset of Catalyst prediction with 721,799 reactions and 888 catalyst types from USPTO. Predict which catalyst facilitates the given reaction. (1) Reactant: Cl[C:2]1[CH:7]=[C:6]([NH:8][C:9]2[NH:13][N:12]=[C:11]([CH3:14])[CH:10]=2)[N:5]=[C:4]([S:15][C:16]2[CH:21]=[CH:20][C:19]([NH:22][C:23](=[O:29])[O:24][C:25]([CH3:28])([CH3:27])[CH3:26])=[CH:18][CH:17]=2)[N:3]=1.[CH3:30][N:31]1[CH2:36][CH2:35][NH:34][CH2:33][CH2:32]1. Product: [CH3:14][C:11]1[CH:10]=[C:9]([NH:8][C:6]2[CH:7]=[C:2]([N:34]3[CH2:35][CH2:36][N:31]([CH3:30])[CH2:32][CH2:33]3)[N:3]=[C:4]([S:15][C:16]3[CH:21]=[CH:20][C:19]([NH:22][C:23](=[O:29])[O:24][C:25]([CH3:26])([CH3:27])[CH3:28])=[CH:18][CH:17]=3)[N:5]=2)[NH:13][N:12]=1. The catalyst class is: 13. (2) Reactant: ClC1C=[C:4]([N:8]2[CH2:12][CH2:11][C:10]3([CH2:17][CH2:16][CH2:15][C:14](=O)[CH2:13]3)[C:9]2=[O:19])C=CC=1.C([O-])(=O)C.[NH4+].C([BH3-])#[N:26].[Na+]. Product: [NH2:26][CH:14]1[CH2:15][CH2:16][CH2:17][C:10]2([C:9](=[O:19])[N:8]([CH3:4])[CH2:12][CH2:11]2)[CH2:13]1. The catalyst class is: 5. (3) Reactant: [CH3:1][N:2]([CH3:16])[CH2:3][CH2:4][C:5]1[C:13]2[C:8](=[CH:9][CH:10]=[C:11]([CH:14]=O)[CH:12]=2)[NH:7][CH:6]=1.[C:17]([O:21][C:22]([NH:24][NH2:25])=[O:23])([CH3:20])([CH3:19])[CH3:18]. Product: [C:17]([O:21][C:22]([NH:24][N:25]=[CH:14][C:11]1[CH:12]=[C:13]2[C:8](=[CH:9][CH:10]=1)[NH:7][CH:6]=[C:5]2[CH2:4][CH2:3][N:2]([CH3:16])[CH3:1])=[O:23])([CH3:20])([CH3:19])[CH3:18]. The catalyst class is: 5. (4) Reactant: C(OC(=O)[NH:7][CH2:8][CH2:9][N:10]([CH2:19][C:20]1[N:21]([CH2:25][C:26]2[CH:31]=[C:30]([Cl:32])[CH:29]=[C:28]([Cl:33])[CH:27]=2)[CH:22]=[CH:23][N:24]=1)[CH2:11][C:12]1[CH:17]=[CH:16][CH:15]=[C:14]([F:18])[CH:13]=1)(C)(C)C.Cl.CCOCC. Product: [Cl:33][C:28]1[CH:27]=[C:26]([CH:31]=[C:30]([Cl:32])[CH:29]=1)[CH2:25][N:21]1[CH:22]=[CH:23][N:24]=[C:20]1[CH2:19][N:10]([CH2:11][C:12]1[CH:17]=[CH:16][CH:15]=[C:14]([F:18])[CH:13]=1)[CH2:9][CH2:8][NH2:7]. The catalyst class is: 5. (5) Reactant: [CH2:1]([O:3][C:4](Cl)=[O:5])[CH3:2].[CH3:7][S:8]([C:11]1[CH:16]=[CH:15][C:14]([CH2:17][CH2:18][CH2:19][CH2:20][CH:21]2[CH2:26][CH2:25][NH:24][CH2:23][CH2:22]2)=[CH:13][CH:12]=1)(=[O:10])=[O:9].CCN(CC)CC. Product: [CH2:1]([O:3][C:4]([N:24]1[CH2:23][CH2:22][CH:21]([CH2:20][CH2:19][CH2:18][CH2:17][C:14]2[CH:13]=[CH:12][C:11]([S:8]([CH3:7])(=[O:10])=[O:9])=[CH:16][CH:15]=2)[CH2:26][CH2:25]1)=[O:5])[CH3:2]. The catalyst class is: 2. (6) Reactant: [CH:1]([C:4]1[CH:9]=[CH:8][C:7]([CH:10]2[C:14]3[C:15]([CH3:22])=[C:16]([NH2:21])[C:17]([CH3:20])=[C:18]([CH3:19])[C:13]=3[O:12][C:11]2([CH3:24])[CH3:23])=[CH:6][CH:5]=1)([CH3:3])[CH3:2].[C:25](Cl)(=[O:32])[C:26]1[CH:31]=[CH:30][CH:29]=[CH:28][CH:27]=1. Product: [CH:1]([C:4]1[CH:9]=[CH:8][C:7]([CH:10]2[C:14]3[C:15]([CH3:22])=[C:16]([NH:21][C:25](=[O:32])[C:26]4[CH:31]=[CH:30][CH:29]=[CH:28][CH:27]=4)[C:17]([CH3:20])=[C:18]([CH3:19])[C:13]=3[O:12][C:11]2([CH3:24])[CH3:23])=[CH:6][CH:5]=1)([CH3:3])[CH3:2]. The catalyst class is: 175. (7) Reactant: C[C:2]([O-])([CH3:4])C.[K+].[S:7]1[CH:11]=[CH:10][CH:9]=[CH:8]1.[SiH:12]([CH2:17][CH3:18])([CH2:15][CH3:16])[CH2:13][CH3:14]. Product: [CH2:13]([Si:12]([CH2:2][CH3:4])([CH2:15][CH3:16])[C:8]1[S:7][C:11]([Si:12]([CH2:17][CH3:18])([CH2:15][CH3:16])[CH2:13][CH3:14])=[CH:10][CH:9]=1)[CH3:14]. The catalyst class is: 1.